This data is from Reaction yield outcomes from USPTO patents with 853,638 reactions. The task is: Predict the reaction yield, written as a fraction of the theoretical maximum amount of product (1.0 means a 100% yield; for example, 0.34 means a 34% yield). (1) The reactants are C[O:2][C:3]([C:5]1[C:10]([Cl:11])=[C:9]([NH2:12])[N:8]=[C:7]([C:13]2[CH:18]=[CH:17][C:16]([Cl:19])=[C:15]([O:20][CH3:21])[C:14]=2[F:22])[N:6]=1)=[O:4].[OH-].[Na+].Cl. The catalyst is CO. The product is [NH2:12][C:9]1[N:8]=[C:7]([C:13]2[CH:18]=[CH:17][C:16]([Cl:19])=[C:15]([O:20][CH3:21])[C:14]=2[F:22])[N:6]=[C:5]([C:3]([OH:4])=[O:2])[C:10]=1[Cl:11]. The yield is 0.667. (2) The reactants are [Br:1][C:2]1[CH:7]=[CH:6][C:5]([NH2:8])=[C:4]([C:9]2[CH2:14][CH2:13][CH2:12][CH2:11][CH:10]=2)[CH:3]=1.[C:15]([C:17]1[N:18]=[C:19]([C:30]([O-])=[O:31])[N:20]([CH2:22][O:23][CH2:24][CH2:25][Si:26]([CH3:29])([CH3:28])[CH3:27])[CH:21]=1)#[N:16].[K+].F[P-](F)(F)(F)(F)F.Br[P+](N1CCCC1)(N1CCCC1)N1CCCC1.C(N(CC)C(C)C)(C)C. The catalyst is CN(C=O)C.CCOC(C)=O. The product is [Br:1][C:2]1[CH:7]=[CH:6][C:5]([NH:8][C:30]([C:19]2[N:20]([CH2:22][O:23][CH2:24][CH2:25][Si:26]([CH3:29])([CH3:28])[CH3:27])[CH:21]=[C:17]([C:15]#[N:16])[N:18]=2)=[O:31])=[C:4]([C:9]2[CH2:14][CH2:13][CH2:12][CH2:11][CH:10]=2)[CH:3]=1. The yield is 0.900. (3) The reactants are C([N:8]1[CH2:13][CH:12]([CH3:14])[O:11][CH:10]([CH3:15])[CH2:9]1)C1C=CC=CC=1.[C:16]([OH:19])(=[O:18])[CH3:17]. The catalyst is C(O)C.[OH-].[OH-].[Pd+2]. The product is [C:16]([OH:19])(=[O:18])[CH3:17].[CH3:15][CH:10]1[O:11][CH:12]([CH3:14])[CH2:13][NH:8][CH2:9]1. The yield is 0.920. (4) The reactants are [Na+].[CH2:2]([P:4]([OH:11])([CH2:6][CH2:7][C:8]([O-:10])=[O:9])=[O:5])[CH3:3].S(=O)(=O)(O)O. No catalyst specified. The product is [CH2:2]([P:4]([OH:11])([CH2:6][CH2:7][C:8]([OH:10])=[O:9])=[O:5])[CH3:3]. The yield is 0.980. (5) The reactants are [C:1]1(=[O:7])[O:6][C:4](=[O:5])[CH2:3][CH2:2]1.[CH3:8][CH:9]1[CH2:18][C:17]2[N:16]=[N:15][C:14]([C:19]3[CH:24]=[CH:23][CH:22]=[C:21]([C:25]([F:28])([F:27])[F:26])[CH:20]=3)=[CH:13][C:12]=2[CH:11]([OH:29])[CH2:10]1.C1(C)C=CC=CC=1. The catalyst is N1C=CC=CC=1. The product is [C:4]([CH2:3][CH2:2][C:1]([O:29][CH:11]1[CH2:10][CH:9]([CH3:8])[CH2:18][C:17]2[N:16]=[N:15][C:14]([C:19]3[CH:24]=[CH:23][CH:22]=[C:21]([C:25]([F:28])([F:27])[F:26])[CH:20]=3)=[CH:13][C:12]1=2)=[O:7])([OH:6])=[O:5]. The yield is 0.490. (6) The reactants are [NH:1]1[C:9]2[C:4](=[CH:5][CH:6]=[CH:7][CH:8]=2)[C:3]([CH2:10][C@H:11]([NH:13][CH2:14][C:15]([F:19])([F:18])[CH2:16][OH:17])[CH3:12])=[CH:2]1.C(O)(=O)C.[Br:24][C:25]1[CH:32]=[C:31]([F:33])[C:28]([CH:29]=O)=[C:27]([F:34])[CH:26]=1. The catalyst is C1(C)C=CC=CC=1.O. The product is [Br:24][C:25]1[CH:32]=[C:31]([F:33])[C:28]([C@@H:29]2[C:2]3[NH:1][C:9]4[C:4]([C:3]=3[CH2:10][C@@H:11]([CH3:12])[N:13]2[CH2:14][C:15]([F:18])([F:19])[CH2:16][OH:17])=[CH:5][CH:6]=[CH:7][CH:8]=4)=[C:27]([F:34])[CH:26]=1. The yield is 0.710. (7) The yield is 0.920. The product is [CH3:27][C:22]([CH3:28])([CH2:21][C:19]1[S:20][C:16]([C:11]2[CH:10]=[C:9]([NH:8][C:29]3[N:34]=[C:33]([C:35]([F:38])([F:36])[F:37])[CH:32]=[CH:31][N:30]=3)[CH:14]=[C:13]([CH3:15])[CH:12]=2)=[CH:17][N:18]=1)[C:23]([O:25][CH3:26])=[O:24]. The reactants are C(OC([N:8]([C:29]1[N:34]=[C:33]([C:35]([F:38])([F:37])[F:36])[CH:32]=[CH:31][N:30]=1)[C:9]1[CH:10]=[C:11]([C:16]2[S:20][C:19]([CH2:21][C:22]([CH3:28])([CH3:27])[C:23]([O:25][CH3:26])=[O:24])=[N:18][CH:17]=2)[CH:12]=[C:13]([CH3:15])[CH:14]=1)=O)(C)(C)C. The catalyst is C(Cl)Cl.C(O)(C(F)(F)F)=O.ClCCCl. (8) The reactants are [CH3:1][O:2][C:3]1[C:4]([CH:25]=[CH2:26])=[CH:5][C:6]2[C:18](=[O:19])[C:17]3[C:16]4[C:11](=[CH:12][C:13]([C:20]#[N:21])=[CH:14][CH:15]=4)[NH:10][C:9]=3[C:8]([CH3:23])([CH3:22])[C:7]=2[CH:24]=1. The catalyst is [C].[Pd].C(OCC)(=O)C. The product is [CH2:25]([C:4]1[C:3]([O:2][CH3:1])=[CH:24][C:7]2[C:8]([CH3:23])([CH3:22])[C:9]3[NH:10][C:11]4[C:16]([C:17]=3[C:18](=[O:19])[C:6]=2[CH:5]=1)=[CH:15][CH:14]=[C:13]([C:20]#[N:21])[CH:12]=4)[CH3:26]. The yield is 0.130. (9) The reactants are [NH2:1][C:2]1[CH:6]=[CH:5][S:4][CH:3]=1.CCN(CC)CC.[CH3:14][C:15]([O:18][C:19](O[C:19]([O:18][C:15]([CH3:17])([CH3:16])[CH3:14])=[O:20])=[O:20])([CH3:17])[CH3:16].CCCCCC.C(OCC)(=O)C. The catalyst is ClCCl.O. The product is [C:15]([O:18][C:19](=[O:20])[NH:1][C:2]1[CH:6]=[CH:5][S:4][CH:3]=1)([CH3:17])([CH3:16])[CH3:14]. The yield is 0.670. (10) The reactants are Br[C:2]1[CH:7]=[C:6]([O:8][CH2:9][CH3:10])[C:5]([C:11]([F:14])([F:13])[F:12])=[CH:4][C:3]=1[N+:15]([O-:17])=[O:16].[C:18]([Cu])#[N:19].Cl. The catalyst is CN1C(=O)CCC1. The product is [CH2:9]([O:8][C:6]1[C:5]([C:11]([F:14])([F:13])[F:12])=[CH:4][C:3]([N+:15]([O-:17])=[O:16])=[C:2]([CH:7]=1)[C:18]#[N:19])[CH3:10]. The yield is 0.910.